From a dataset of Reaction yield outcomes from USPTO patents with 853,638 reactions. Predict the reaction yield, written as a fraction of the theoretical maximum amount of product (1.0 means a 100% yield; for example, 0.34 means a 34% yield). (1) The reactants are [Br:1][CH2:2][C:3]([NH:5][C@H:6]([CH2:14][OH:15])[CH2:7][C:8]1[CH:13]=[CH:12][CH:11]=[CH:10][CH:9]=1)=[O:4].O.[C:17]1(C)[CH:22]=CC(S(O)(=O)=O)=C[CH:18]=1.COC(C)=C. The yield is 0.860. The product is [Br:1][CH2:2][C:3]([N:5]1[C@@H:6]([CH2:7][C:8]2[CH:13]=[CH:12][CH:11]=[CH:10][CH:9]=2)[CH2:14][O:15][C:17]1([CH3:22])[CH3:18])=[O:4]. The catalyst is C(Cl)Cl. (2) The reactants are [O-]P([O-])([O-])=O.[K+].[K+].[K+].[Cl:9][C:10]1[CH:11]=[C:12]2[C:16](=[CH:17][C:18]=1[Cl:19])[NH:15][N:14]=[CH:13]2.[C:20]([CH:22]1[CH2:27][CH2:26][N:25]([C:28](=[O:54])[C@H:29]([NH:33][C:34]([C:36]2[C:44]3[C:39](=[N:40][CH:41]=[C:42](I)[N:43]=3)[N:38]([CH2:46][O:47][CH2:48][CH2:49][Si:50]([CH3:53])([CH3:52])[CH3:51])[CH:37]=2)=[O:35])[CH:30]2[CH2:32][CH2:31]2)[CH2:24][CH2:23]1)#[N:21].CN[C@@H]1CCCC[C@H]1NC. The catalyst is [Cu]I.C1(C)C=CC=CC=1. The product is [C:20]([CH:22]1[CH2:27][CH2:26][N:25]([C:28](=[O:54])[C@H:29]([NH:33][C:34]([C:36]2[C:44]3[C:39](=[N:40][CH:41]=[C:42]([N:15]4[C:16]5[C:12](=[CH:11][C:10]([Cl:9])=[C:18]([Cl:19])[CH:17]=5)[CH:13]=[N:14]4)[N:43]=3)[N:38]([CH2:46][O:47][CH2:48][CH2:49][Si:50]([CH3:52])([CH3:51])[CH3:53])[CH:37]=2)=[O:35])[CH:30]2[CH2:31][CH2:32]2)[CH2:24][CH2:23]1)#[N:21]. The yield is 0.980. (3) The reactants are [F:1][C:2]([F:27])([F:26])[C:3]([NH:5][CH2:6][C:7]#[C:8][C:9]1[C:10]([NH2:25])=[N:11][C:12](=[O:24])[N:13]([CH:23]=1)[C@@H:14]1[O:22][C@H:19]([CH2:20][OH:21])[C@@H:17]([OH:18])[C@H:15]1[OH:16])=[O:4].C([SiH](CC)CC)C. The catalyst is CO.[OH-].[Pd+2].[OH-]. The product is [F:26][C:2]([F:1])([F:27])[C:3]([NH:5][CH2:6][CH2:7][CH2:8][C:9]1[C:10]([NH2:25])=[N:11][C:12](=[O:24])[N:13]([CH:23]=1)[C@@H:14]1[O:22][C@H:19]([CH2:20][OH:21])[C@@H:17]([OH:18])[C@H:15]1[OH:16])=[O:4]. The yield is 0.710. (4) The reactants are [C:1]([O:5][C:6](=[O:29])[NH:7][C@@H:8]([C:12]1[CH:17]=[C:16]([C:18]2[N:22]([CH:23]([F:25])[F:24])[N:21]=[CH:20][C:19]=2[N+:26]([O-])=O)[CH:15]=[CH:14][N:13]=1)[CH2:9][CH:10]=[CH2:11])([CH3:4])([CH3:3])[CH3:2]. The catalyst is [Zn].CC(O)=O. The product is [C:1]([O:5][C:6](=[O:29])[NH:7][C@@H:8]([C:12]1[CH:17]=[C:16]([C:18]2[N:22]([CH:23]([F:25])[F:24])[N:21]=[CH:20][C:19]=2[NH2:26])[CH:15]=[CH:14][N:13]=1)[CH2:9][CH:10]=[CH2:11])([CH3:2])([CH3:3])[CH3:4]. The yield is 0.880. (5) The yield is 0.910. The reactants are F[C:2]1[CH:18]=[CH:17][C:5]([C:6]([C:8]2[CH:13]=[CH:12][C:11]([N+:14]([O-:16])=[O:15])=[CH:10][CH:9]=2)=[O:7])=[CH:4][CH:3]=1.[NH:19]1[CH2:24][CH2:23][O:22][CH2:21][CH2:20]1.C(=O)([O-])[O-].[K+].[K+]. The catalyst is CS(C)=O.O. The product is [O:22]1[CH2:23][CH2:24][N:19]([C:2]2[CH:18]=[CH:17][C:5]([C:6]([C:8]3[CH:13]=[CH:12][C:11]([N+:14]([O-:16])=[O:15])=[CH:10][CH:9]=3)=[O:7])=[CH:4][CH:3]=2)[CH2:20][CH2:21]1. (6) The reactants are [NH2:1][CH2:2][C:3]1[C:4]([NH:12][C:13]2[C:18]([F:19])=[CH:17][CH:16]=[CH:15][C:14]=2[F:20])=[N:5][C:6]([S:10][CH3:11])=[N:7][C:8]=1[Cl:9].[C:21](C1NC=CN=1)(C1NC=CN=1)=[O:22]. The catalyst is C(Cl)Cl. The product is [Cl:9][C:8]1[N:7]=[C:6]([S:10][CH3:11])[N:5]=[C:4]2[N:12]([C:13]3[C:14]([F:20])=[CH:15][CH:16]=[CH:17][C:18]=3[F:19])[C:21](=[O:22])[NH:1][CH2:2][C:3]=12. The yield is 0.810. (7) The reactants are [Cl:1][C:2]1[C:10]2[N:9]=[C:8]([NH:11][C:12]3[C:13]([CH3:20])=[N:14][C:15]([O:18][CH3:19])=[CH:16][CH:17]=3)[N:7]([CH2:21][CH2:22][CH2:23]O)[C:6]=2[C:5]([C:25]([O:27][CH3:28])=[O:26])=[CH:4][CH:3]=1.C(N(CC)CC)C.CS(Cl)(=O)=O.C(=O)([O-])[O-].[K+].[K+]. The catalyst is O1CCCC1.O. The product is [Cl:1][C:2]1[CH:3]=[CH:4][C:5]([C:25]([O:27][CH3:28])=[O:26])=[C:6]2[C:10]=1[N:9]=[C:8]1[N:11]([C:12]3[C:13]([CH3:20])=[N:14][C:15]([O:18][CH3:19])=[CH:16][CH:17]=3)[CH2:23][CH2:22][CH2:21][N:7]21. The yield is 0.900.